This data is from Retrosynthesis with 50K atom-mapped reactions and 10 reaction types from USPTO. The task is: Predict the reactants needed to synthesize the given product. (1) Given the product O=C(O)c1ccn(-c2cccc(F)c2)n1, predict the reactants needed to synthesize it. The reactants are: CCOC(=O)c1ccn(-c2cccc(F)c2)n1. (2) Given the product CN1CCN(S(=O)(=O)c2ccc(Br)cc2)CC1, predict the reactants needed to synthesize it. The reactants are: CN1CCNCC1.O=S(=O)(Cl)c1ccc(Br)cc1.